From a dataset of Forward reaction prediction with 1.9M reactions from USPTO patents (1976-2016). Predict the product of the given reaction. Given the reactants [C:1]([O:5][C:6]([N:8]([CH2:17][C:18]1[C:23]([CH2:24][OH:25])=[CH:22][N:21]=[C:20]([CH3:26])[C:19]=1[OH:27])[CH2:9][CH2:10][CH2:11][CH2:12][CH2:13][C:14]([OH:16])=[O:15])=[O:7])([CH3:4])([CH3:3])[CH3:2].[CH2:28](Cl)[C:29]1[CH:34]=[CH:33][CH:32]=[CH:31][CH:30]=1, predict the reaction product. The product is: [CH2:28]([O:15][C:14](=[O:16])[CH2:13][CH2:12][CH2:11][CH2:10][CH2:9][N:8]([CH2:17][C:18]1[C:23]([CH2:24][OH:25])=[CH:22][N:21]=[C:20]([CH3:26])[C:19]=1[O:27][CH2:28][C:29]1[CH:34]=[CH:33][CH:32]=[CH:31][CH:30]=1)[C:6]([O:5][C:1]([CH3:4])([CH3:3])[CH3:2])=[O:7])[C:29]1[CH:34]=[CH:33][CH:32]=[CH:31][CH:30]=1.